This data is from Peptide-MHC class I binding affinity with 185,985 pairs from IEDB/IMGT. The task is: Regression. Given a peptide amino acid sequence and an MHC pseudo amino acid sequence, predict their binding affinity value. This is MHC class I binding data. (1) The peptide sequence is EIEIEKNKK. The MHC is HLA-A02:06 with pseudo-sequence HLA-A02:06. The binding affinity (normalized) is 0.0847. (2) The peptide sequence is MHCKKGCRCL. The MHC is Mamu-A07 with pseudo-sequence Mamu-A07. The binding affinity (normalized) is 0. (3) The peptide sequence is ALAVLSKCY. The MHC is HLA-B57:01 with pseudo-sequence HLA-B57:01. The binding affinity (normalized) is 0.213.